From a dataset of Peptide-MHC class I binding affinity with 185,985 pairs from IEDB/IMGT. Regression. Given a peptide amino acid sequence and an MHC pseudo amino acid sequence, predict their binding affinity value. This is MHC class I binding data. (1) The peptide sequence is GATLYRFKHI. The MHC is HLA-A02:01 with pseudo-sequence HLA-A02:01. The binding affinity (normalized) is 0. (2) The peptide sequence is ERWHSLIKYL. The MHC is Mamu-B03 with pseudo-sequence Mamu-B03. The binding affinity (normalized) is 0.306. (3) The peptide sequence is KPARGGSSI. The MHC is HLA-A26:01 with pseudo-sequence HLA-A26:01. The binding affinity (normalized) is 0.0847. (4) The MHC is HLA-A02:06 with pseudo-sequence HLA-A02:06. The binding affinity (normalized) is 0.0677. The peptide sequence is SLVDKEDTDI. (5) The peptide sequence is DTLKVCIGY. The MHC is HLA-A69:01 with pseudo-sequence HLA-A69:01. The binding affinity (normalized) is 0.0847. (6) The peptide sequence is NPAACSYMV. The MHC is HLA-A23:01 with pseudo-sequence HLA-A23:01. The binding affinity (normalized) is 0.0847.